From a dataset of Catalyst prediction with 721,799 reactions and 888 catalyst types from USPTO. Predict which catalyst facilitates the given reaction. (1) Reactant: [F:1][C:2]1[CH:3]=[C:4]([CH:8]=[CH:9][CH:10]=1)[C:5]([OH:7])=O.[C:11]([C:15]1[N:20]=[C:19]([N:21]2[CH2:26][CH2:25][N:24]([CH2:27][CH2:28][CH2:29][CH2:30][NH2:31])[CH2:23][CH2:22]2)[CH:18]=[C:17]([CH:32]2[CH2:35][CH2:34][CH2:33]2)[N:16]=1)([CH3:14])([CH3:13])[CH3:12].C(N(C(C)C)CC)(C)C.OC1C2N=NNC=2C=CC=1.Cl.C(N=C=NCCCN(C)C)C. Product: [C:11]([C:15]1[N:20]=[C:19]([N:21]2[CH2:22][CH2:23][N:24]([CH2:27][CH2:28][CH2:29][CH2:30][NH:31][C:5](=[O:7])[C:4]3[CH:8]=[CH:9][CH:10]=[C:2]([F:1])[CH:3]=3)[CH2:25][CH2:26]2)[CH:18]=[C:17]([CH:32]2[CH2:35][CH2:34][CH2:33]2)[N:16]=1)([CH3:14])([CH3:12])[CH3:13]. The catalyst class is: 4. (2) Reactant: [Cl:1][C:2]1[CH:3]=[C:4]([CH:27]=[CH:28][C:29]=1[Cl:30])[CH2:5][N:6]1[CH2:11][CH2:10][O:9][C@@H:8]([CH2:12][NH:13][C:14]([NH:16][CH2:17][CH2:18][CH2:19][C:20]([O:22]C(C)(C)C)=[O:21])=[O:15])[CH2:7]1. Product: [ClH:1].[Cl:1][C:2]1[CH:3]=[C:4]([CH:27]=[CH:28][C:29]=1[Cl:30])[CH2:5][N:6]1[CH2:11][CH2:10][O:9][C@@H:8]([CH2:12][NH:13][C:14]([NH:16][CH2:17][CH2:18][CH2:19][C:20]([OH:22])=[O:21])=[O:15])[CH2:7]1. The catalyst class is: 89.